Predict the reaction yield, written as a fraction of the theoretical maximum amount of product (1.0 means a 100% yield; for example, 0.34 means a 34% yield). From a dataset of Reaction yield outcomes from USPTO patents with 853,638 reactions. (1) The reactants are Cl[C:2]1[CH:7]=[CH:6][C:5]([O:8][CH2:9][CH:10]2[CH2:15][CH2:14][N:13]([CH2:16][C:17]([F:20])([CH3:19])[CH3:18])[CH2:12][CH2:11]2)=[CH:4][N:3]=1.[CH2:21]([O:23][C:24]([C:26]1[CH:31]=[CH:30][C:29](B(O)O)=[CH:28][C:27]=1[F:35])=[O:25])[CH3:22].C([O-])([O-])=O.[Na+].[Na+]. The catalyst is COCCOC.O.C1C=CC(P(C2C=CC=CC=2)[C-]2C=CC=C2)=CC=1.C1C=CC(P(C2C=CC=CC=2)[C-]2C=CC=C2)=CC=1.Cl[Pd]Cl.[Fe+2]. The product is [F:35][C:27]1[CH:28]=[C:29]([C:2]2[CH:7]=[CH:6][C:5]([O:8][CH2:9][CH:10]3[CH2:15][CH2:14][N:13]([CH2:16][C:17]([F:20])([CH3:19])[CH3:18])[CH2:12][CH2:11]3)=[CH:4][N:3]=2)[CH:30]=[CH:31][C:26]=1[C:24]([O:23][CH2:21][CH3:22])=[O:25]. The yield is 0.680. (2) The reactants are [OH:1][C@H:2]([C@H:4]([CH2:9][CH:10]=[C:11]([CH3:13])[CH3:12])[C:5]([O:7][CH3:8])=[O:6])[CH3:3]. The catalyst is CO.[Pd]. The product is [OH:1][C@H:2]([C@H:4]([CH2:9][CH2:10][CH:11]([CH3:13])[CH3:12])[C:5]([O:7][CH3:8])=[O:6])[CH3:3]. The yield is 0.980. (3) The reactants are [CH3:1][C:2]1([CH2:12][OH:13])[O:11][CH2:10][C:5]2([O:9][CH2:8][CH2:7][O:6]2)[CH2:4][O:3]1.[H-].[Na+].Cl[C:17]1[CH:22]=[CH:21][N+:20]([O-:23])=[C:19]([CH3:24])[C:18]=1[CH3:25]. The catalyst is CS(C)=O. The product is [CH3:24][C:19]1[C:18]([CH3:25])=[C:17]([O:13][CH2:12][C:2]2([CH3:1])[O:3][CH2:4][C:5]3([O:6][CH2:7][CH2:8][O:9]3)[CH2:10][O:11]2)[CH:22]=[CH:21][N+:20]=1[O-:23]. The yield is 0.661. (4) The reactants are FC1C=C(C=C(F)C=1)C([O:7][C:8]12[CH2:14][C:11]([CH2:15][CH2:16][CH2:17][O:18][CH:19]3[CH2:24][CH2:23][CH2:22][CH2:21][O:20]3)([CH2:12][CH2:13]1)[CH2:10][CH2:9]2)=O.O[Li].O.CO. The catalyst is C1COCC1.O. The product is [O:20]1[CH2:21][CH2:22][CH2:23][CH2:24][CH:19]1[O:18][CH2:17][CH2:16][CH2:15][C:11]12[CH2:14][C:8]([OH:7])([CH2:9][CH2:10]1)[CH2:13][CH2:12]2. The yield is 0.780. (5) The reactants are [CH3:1][O:2][C:3]1[CH:4]=[C:5](B(O)O)[CH:6]=[C:7]([O:11][CH3:12])[C:8]=1[O:9][CH3:10].I[C:17]1[C:25]2[C:20](=[N:21][CH:22]=[N:23][C:24]=2[NH2:26])[N:19]([CH:27]([CH3:29])[CH3:28])[N:18]=1.C([O-])([O-])=O.[Na+].[Na+]. The catalyst is CCO.COCCOC.C1C=CC([P]([Pd]([P](C2C=CC=CC=2)(C2C=CC=CC=2)C2C=CC=CC=2)([P](C2C=CC=CC=2)(C2C=CC=CC=2)C2C=CC=CC=2)[P](C2C=CC=CC=2)(C2C=CC=CC=2)C2C=CC=CC=2)(C2C=CC=CC=2)C2C=CC=CC=2)=CC=1. The product is [CH:27]([N:19]1[C:20]2=[N:21][CH:22]=[N:23][C:24]([NH2:26])=[C:25]2[C:17]([C:5]2[CH:4]=[C:3]([O:2][CH3:1])[C:8]([O:9][CH3:10])=[C:7]([O:11][CH3:12])[CH:6]=2)=[N:18]1)([CH3:29])[CH3:28]. The yield is 0.890.